Predict the product of the given reaction. From a dataset of Forward reaction prediction with 1.9M reactions from USPTO patents (1976-2016). (1) The product is: [O:19]=[C:17]1[NH:2][C:1]2([CH2:22][CH2:21]2)[CH2:3][C:4]21[CH2:5][CH2:6][N:7]([C:10]([O:12][C:13]([CH3:14])([CH3:15])[CH3:16])=[O:11])[CH2:8][CH2:9]2. Given the reactants [C:1]([CH2:3][C:4]1([C:17]([O:19]C)=O)[CH2:9][CH2:8][N:7]([C:10]([O:12][C:13]([CH3:16])([CH3:15])[CH3:14])=[O:11])[CH2:6][CH2:5]1)#[N:2].[CH2:21]([Mg]Br)[CH3:22], predict the reaction product. (2) Given the reactants [F:1][C:2]1[C:3](I)=[C:4]([NH:8][C:9](=[O:15])[O:10][C:11]([CH3:14])([CH3:13])[CH3:12])[CH:5]=[N:6][CH:7]=1.[C:17]1(B(O)O)[CH:22]=[CH:21][CH:20]=[CH:19][CH:18]=1.C([O-])([O-])=O.[Na+].[Na+].C1(C)C=CC=CC=1, predict the reaction product. The product is: [F:1][C:2]1[C:3]([C:17]2[CH:22]=[CH:21][CH:20]=[CH:19][CH:18]=2)=[C:4]([NH:8][C:9](=[O:15])[O:10][C:11]([CH3:14])([CH3:13])[CH3:12])[CH:5]=[N:6][CH:7]=1.